From a dataset of NCI-60 drug combinations with 297,098 pairs across 59 cell lines. Regression. Given two drug SMILES strings and cell line genomic features, predict the synergy score measuring deviation from expected non-interaction effect. Cell line: HCT116. Drug 2: CC(C)NC(=O)C1=CC=C(C=C1)CNNC.Cl. Drug 1: CC1=C(N=C(N=C1N)C(CC(=O)N)NCC(C(=O)N)N)C(=O)NC(C(C2=CN=CN2)OC3C(C(C(C(O3)CO)O)O)OC4C(C(C(C(O4)CO)O)OC(=O)N)O)C(=O)NC(C)C(C(C)C(=O)NC(C(C)O)C(=O)NCCC5=NC(=CS5)C6=NC(=CS6)C(=O)NCCC[S+](C)C)O. Synergy scores: CSS=42.8, Synergy_ZIP=1.67, Synergy_Bliss=0.131, Synergy_Loewe=-19.8, Synergy_HSA=-0.851.